This data is from Full USPTO retrosynthesis dataset with 1.9M reactions from patents (1976-2016). The task is: Predict the reactants needed to synthesize the given product. (1) Given the product [F:1][C:2]1[N:9]=[C:8]([NH:28][C:25]2[CH:24]=[C:23]([O:22][CH:19]([CH3:21])[CH3:20])[NH:27][N:26]=2)[C:7]([F:11])=[CH:6][C:3]=1[C:4]#[N:5], predict the reactants needed to synthesize it. The reactants are: [F:1][C:2]1[N:9]=[C:8](F)[C:7]([F:11])=[CH:6][C:3]=1[C:4]#[N:5].C(N(CC)CC)C.[CH:19]([O:22][C:23]1[NH:27][N:26]=[C:25]([NH2:28])[CH:24]=1)([CH3:21])[CH3:20]. (2) Given the product [CH3:1][C:2]1[CH:3]=[CH:4][CH:5]=[CH:6][C:7]=1[O:8][C@@H:9]([C:14]1[CH:19]=[CH:18][CH:17]=[CH:16][CH:15]=1)[CH2:10][CH2:11][NH:12][CH3:13].[ClH:31], predict the reactants needed to synthesize it. The reactants are: [CH3:1][C:2]1[CH:3]=[CH:4][CH:5]=[CH:6][C:7]=1[O:8][C@@H:9]([C:14]1[CH:15]=[CH:16][CH:17]=[CH:18][CH:19]=1)[CH2:10][CH2:11][NH:12][CH3:13].C([O-])(=O)[C@H](C1C=CC=CC=1)O.[ClH:31]. (3) Given the product [Cl:40][C:41]1[C:42]([C:57]2[N:59]=[C:15]([C:13]3[N:14]=[C:3]4[C:2]([Cl:1])=[CH:7][C:6]([C:8]([F:9])([F:10])[F:11])=[CH:5][N:4]4[CH:12]=3)[O:17][N:58]=2)=[CH:43][C:44]([F:56])=[C:45]([CH2:47][CH2:48][C:49]([O:51][C:52]([CH3:53])([CH3:54])[CH3:55])=[O:50])[CH:46]=1, predict the reactants needed to synthesize it. The reactants are: [Cl:1][C:2]1[C:3]2[N:4]([CH:12]=[C:13]([C:15]([OH:17])=O)[N:14]=2)[CH:5]=[C:6]([C:8]([F:11])([F:10])[F:9])[CH:7]=1.CCN=C=NCCCN(C)C.Cl.C1C=CC2N(O)N=NC=2C=1.[Cl:40][C:41]1[C:42]([C:57](=[N:59]O)[NH2:58])=[CH:43][C:44]([F:56])=[C:45]([CH2:47][CH2:48][C:49]([O:51][C:52]([CH3:55])([CH3:54])[CH3:53])=[O:50])[CH:46]=1. (4) Given the product [Br:1][C:2]1[CH:3]=[C:4]([NH:10][C:11]2[CH:20]=[CH:19][C:14]([CH2:15][OH:16])=[CH:13][N:12]=2)[C:5](=[O:9])[N:6]([CH3:8])[CH:7]=1, predict the reactants needed to synthesize it. The reactants are: [Br:1][C:2]1[CH:3]=[C:4]([NH:10][C:11]2[CH:20]=[CH:19][C:14]([C:15](OC)=[O:16])=[CH:13][N:12]=2)[C:5](=[O:9])[N:6]([CH3:8])[CH:7]=1.CC(C[AlH]CC(C)C)C.C(=O)=O.CC(C)=O. (5) Given the product [NH2:42][C:39]1[N:40]=[CH:41][C:36]([C:2]2[N:3]=[C:4]([N:22]3[CH2:27][CH2:26][O:25][CH2:24][CH2:23]3)[C:5]3[S:10][C:9]([C:11]4([OH:21])[CH2:16][CH2:15][N:14]([S:17]([CH3:20])(=[O:19])=[O:18])[CH2:13][CH2:12]4)=[CH:8][C:6]=3[N:7]=2)=[CH:37][N:38]=1, predict the reactants needed to synthesize it. The reactants are: Cl[C:2]1[N:3]=[C:4]([N:22]2[CH2:27][CH2:26][O:25][CH2:24][CH2:23]2)[C:5]2[S:10][C:9]([C:11]3([OH:21])[CH2:16][CH2:15][N:14]([S:17]([CH3:20])(=[O:19])=[O:18])[CH2:13][CH2:12]3)=[CH:8][C:6]=2[N:7]=1.CC1(C)C(C)(C)OB([C:36]2[CH:37]=[N:38][C:39]([NH2:42])=[N:40][CH:41]=2)O1. (6) Given the product [CH3:51][N:52]([CH3:57])[CH2:53][CH2:54][N:55]([CH3:56])[C:21](=[O:23])[C:20]1[CH:24]=[CH:25][CH:26]=[C:18]([C:15]2[CH:16]=[C:17]3[C:9]([C:4]4[CH:5]=[CH:6][CH:7]=[CH:8][C:3]=4[O:2][CH3:1])=[CH:10][NH:11][C:12]3=[N:13][CH:14]=2)[CH:19]=1, predict the reactants needed to synthesize it. The reactants are: [CH3:1][O:2][C:3]1[CH:8]=[CH:7][CH:6]=[CH:5][C:4]=1[C:9]1[C:17]2[C:12](=[N:13][CH:14]=[C:15]([C:18]3[CH:19]=[C:20]([CH:24]=[CH:25][CH:26]=3)[C:21]([OH:23])=O)[CH:16]=2)[NH:11][CH:10]=1.CN(C(ON1N=NC2C=CC=NC1=2)=[N+](C)C)C.F[P-](F)(F)(F)(F)F.[CH3:51][N:52]([CH3:57])[CH2:53][CH2:54][NH:55][CH3:56]. (7) Given the product [NH2:20][C:18]1[S:19][CH:2]=[C:3]([C:5]2[C:6](=[O:16])[O:7][C:8]3[C:13]([CH:14]=2)=[CH:12][CH:11]=[CH:10][C:9]=3[Cl:15])[N:17]=1, predict the reactants needed to synthesize it. The reactants are: Br[CH2:2][C:3]([C:5]1[C:6](=[O:16])[O:7][C:8]2[C:13]([CH:14]=1)=[CH:12][CH:11]=[CH:10][C:9]=2[Cl:15])=O.[NH2:17][C:18]([NH2:20])=[S:19]. (8) Given the product [Cl:63][C:58]1[N:59]=[CH:60][CH:61]=[CH:62][C:57]=1[C:56]([NH:55][C:52]1[CH:51]=[CH:50][C:49]([C:44]2[CH:43]=[C:42]3[C:47]([CH2:48][N:40]([C@@H:36]([CH:37]([CH3:39])[CH3:38])[C:35]([OH:66])=[O:34])[C:41]3=[O:65])=[CH:46][CH:45]=2)=[CH:54][CH:53]=1)=[O:64], predict the reactants needed to synthesize it. The reactants are: C(NC1C=CC(C2C=C3C(CN([C@@H](C(C)C)C(O)=O)C3=O)=CC=2)=CC=1)(=O)C1C=CC=CC=1.C[O:34][C:35](=[O:66])[C@@H:36]([N:40]1[CH2:48][C:47]2[C:42](=[CH:43][C:44]([C:49]3[CH:54]=[CH:53][C:52]([NH:55][C:56](=[O:64])[C:57]4[CH:62]=[CH:61][CH:60]=[N:59][C:58]=4[Cl:63])=[CH:51][CH:50]=3)=[CH:45][CH:46]=2)[C:41]1=[O:65])[CH:37]([CH3:39])[CH3:38]. (9) The reactants are: [F:1][C:2]1[CH:7]=[CH:6][CH:5]=[CH:4][C:3]=1[C:8]1[N:9]=[N:10][N:11]([CH3:15])[C:12]=1[CH:13]=[O:14].[BH4-].[Na+].[Cl-].[NH4+]. Given the product [F:1][C:2]1[CH:7]=[CH:6][CH:5]=[CH:4][C:3]=1[C:8]1[N:9]=[N:10][N:11]([CH3:15])[C:12]=1[CH2:13][OH:14], predict the reactants needed to synthesize it.